From a dataset of TCR-epitope binding with 47,182 pairs between 192 epitopes and 23,139 TCRs. Binary Classification. Given a T-cell receptor sequence (or CDR3 region) and an epitope sequence, predict whether binding occurs between them. The epitope is KRWIIMGLNK. The TCR CDR3 sequence is CASSSFGPSNQPQHF. Result: 1 (the TCR binds to the epitope).